From a dataset of Full USPTO retrosynthesis dataset with 1.9M reactions from patents (1976-2016). Predict the reactants needed to synthesize the given product. The reactants are: [OH:1][C:2]1[CH:3]=[C:4]2[C:9](=[CH:10][CH:11]=1)[C:8](=[O:12])[CH2:7][CH2:6][CH2:5]2.[CH3:13][N:14]([CH3:18])[CH2:15][CH2:16]O.C1(P(C2C=CC=CC=2)C2C=CC=CC=2)C=CC=CC=1.N(C(OCC)=O)=NC(OCC)=O. Given the product [CH3:13][N:14]([CH3:18])[CH2:15][CH2:16][O:1][C:2]1[CH:3]=[C:4]2[C:9](=[CH:10][CH:11]=1)[C:8](=[O:12])[CH2:7][CH2:6][CH2:5]2, predict the reactants needed to synthesize it.